This data is from Catalyst prediction with 721,799 reactions and 888 catalyst types from USPTO. The task is: Predict which catalyst facilitates the given reaction. (1) Reactant: [C:1]([O:5][C:6](=[O:29])[N:7]([CH2:9][C@H:10]([C:19]1[CH:28]=[CH:27][C:26]2[C:21](=[CH:22][CH:23]=[CH:24][CH:25]=2)[CH:20]=1)[C@H:11]([OH:18])[C:12]1[CH:17]=[CH:16][CH:15]=[CH:14][CH:13]=1)[CH3:8])([CH3:4])([CH3:3])[CH3:2].[H-].[Na+].Br[CH2:33][C:34]([O:36][C:37]([CH3:40])([CH3:39])[CH3:38])=[O:35]. Product: [C:1]([O:5][C:6]([N:7]([CH3:8])[CH2:9][C@H:10]([C:19]1[CH:28]=[CH:27][C:26]2[C:21](=[CH:22][CH:23]=[CH:24][CH:25]=2)[CH:20]=1)[C@@H:11]([C:12]1[CH:17]=[CH:16][CH:15]=[CH:14][CH:13]=1)[O:18][CH2:33][C:34]([O:36][C:37]([CH3:40])([CH3:39])[CH3:38])=[O:35])=[O:29])([CH3:4])([CH3:2])[CH3:3]. The catalyst class is: 3. (2) Reactant: [CH:1]1[CH:6]=[C:5]2[C:7]3[C:14](C(O)=O)=[CH:13][CH:12]=[CH:11][C:8]=3[C:9](=O)[C:4]2=[CH:3][CH:2]=1.C(=O)([O-])[O-:19].[K+].[K+].BrCCCCCCCCCCCCBr.O. Product: [C:3]1(=[O:19])[C:4]2[C:5]([C:7]3[C:8]([CH:9]=2)=[CH:11][CH:12]=[CH:13][CH:14]=3)=[CH:6][CH:1]=[CH:2]1. The catalyst class is: 80. (3) Reactant: C(N(CC)C1C=CC=CC=1)C.P(Cl)(Cl)([Cl:14])=O.[CH2:17]([O:19][C:20]([N:22]1[CH2:27][CH2:26][CH:25]([C:28]2[NH:29][C:30]3[N:31]([N:35]=[CH:36][CH:37]=3)[C:32](=O)[CH:33]=2)[CH2:24][CH2:23]1)=[O:21])[CH3:18]. Product: [CH2:17]([O:19][C:20]([N:22]1[CH2:27][CH2:26][CH:25]([C:28]2[CH:33]=[C:32]([Cl:14])[N:31]3[N:35]=[CH:36][CH:37]=[C:30]3[N:29]=2)[CH2:24][CH2:23]1)=[O:21])[CH3:18]. The catalyst class is: 22. (4) Reactant: [CH3:1][S:2]([NH:5][C:6]1[CH:7]=[C:8]([CH:11]=[CH:12][C:13]=1[O:14][CH2:15][CH2:16][N:17]1[CH2:22][CH2:21][O:20][CH2:19][CH2:18]1)[CH:9]=O)(=[O:4])=[O:3].[I-].[NH:24]1[C:32]2[C:27](=[CH:28][CH:29]=[CH:30][CH:31]=2)[C:26]([CH2:33][P+](C2C=CC=CC=2)(C2C=CC=CC=2)C2C=CC=CC=2)=[N:25]1.C(=O)([O-])[O-].[K+].[K+]. Product: [NH:24]1[C:32]2[C:27](=[CH:28][CH:29]=[CH:30][CH:31]=2)[C:26](/[CH:33]=[CH:9]/[C:8]2[CH:11]=[CH:12][C:13]([O:14][CH2:15][CH2:16][N:17]3[CH2:22][CH2:21][O:20][CH2:19][CH2:18]3)=[C:6]([NH:5][S:2]([CH3:1])(=[O:4])=[O:3])[CH:7]=2)=[N:25]1. The catalyst class is: 3. (5) Reactant: [CH:1]([C:4]1[CH:9]=[CH:8][C:7]([N:10]=[C:11]=S)=[CH:6][CH:5]=1)([CH3:3])[CH3:2].[NH:13]([C:15](=[O:41])[C:16]([NH:18][C:19]1[CH:20]=[CH:21][C:22]([O:25][CH:26]2[CH2:29][CH:28]([C:30]([O:32][CH2:33][CH2:34][C:35]3[CH:40]=[CH:39][CH:38]=[CH:37][CH:36]=3)=[O:31])[CH2:27]2)=[N:23][CH:24]=1)=[O:17])[NH2:14].Cl.CN(C)CCCN=C=NCC. Product: [CH:1]([C:4]1[CH:9]=[CH:8][C:7]([NH:10][C:11]2[O:41][C:15]([C:16]([NH:18][C:19]3[CH:20]=[CH:21][C:22]([O:25][CH:26]4[CH2:27][CH:28]([C:30]([O:32][CH2:33][CH2:34][C:35]5[CH:36]=[CH:37][CH:38]=[CH:39][CH:40]=5)=[O:31])[CH2:29]4)=[N:23][CH:24]=3)=[O:17])=[N:13][N:14]=2)=[CH:6][CH:5]=1)([CH3:3])[CH3:2]. The catalyst class is: 3. (6) Reactant: [Br:1][C:2]1[CH:3]=[C:4]([CH2:11]O)[CH:5]=[C:6]([N+:8]([O-:10])=[O:9])[CH:7]=1.[Br:13]P(Br)Br. Product: [Br:1][C:2]1[CH:7]=[C:6]([N+:8]([O-:10])=[O:9])[CH:5]=[C:4]([CH2:11][Br:13])[CH:3]=1. The catalyst class is: 2. (7) Reactant: [F:1][C:2]([F:13])([F:12])[C:3]1[CH:11]=[CH:10][CH:9]=[CH:8][C:4]=1[C:5](Cl)=[O:6].[F:14][C:15]1[C:16]([N:22]2[CH:26]=[CH:25][C:24]([NH2:27])=[N:23]2)=[N:17][CH:18]=[CH:19][C:20]=1[I:21].C(N(CC)CC)C. Product: [F:14][C:15]1[C:16]([N:22]2[CH:26]=[CH:25][C:24]([NH:27][C:5](=[O:6])[C:4]3[CH:8]=[CH:9][CH:10]=[CH:11][C:3]=3[C:2]([F:13])([F:12])[F:1])=[N:23]2)=[N:17][CH:18]=[CH:19][C:20]=1[I:21]. The catalyst class is: 4.